From a dataset of Catalyst prediction with 721,799 reactions and 888 catalyst types from USPTO. Predict which catalyst facilitates the given reaction. (1) Reactant: [CH2:1]([O:3][C:4]([C:6]1[CH:11]=[CH:10][C:9](B(O)O)=[CH:8][CH:7]=1)=[O:5])[CH3:2].[O-]P([O-])([O-])=O.[K+].[K+].[K+].Br[C:24]1[CH:25]=[CH:26][C:27]2[N:28]([CH:30]=[CH:31][N:32]=2)[CH:29]=1. Product: [N:32]1[CH:31]=[CH:30][N:28]2[CH:29]=[C:24]([C:9]3[CH:10]=[CH:11][C:6]([C:4]([O:3][CH2:1][CH3:2])=[O:5])=[CH:7][CH:8]=3)[CH:25]=[CH:26][C:27]=12. The catalyst class is: 667. (2) The catalyst class is: 66. Reactant: C(O[C:6]([NH:8][CH2:9][CH2:10][O:11][C:12]1[CH:17]=[CH:16][C:15]([CH2:18][C@@H:19]([O:29][C:30]2[CH:35]=[CH:34][C:33]([CH:36]([CH3:38])[CH3:37])=[CH:32][CH:31]=2)[C:20]([O:22][CH2:23][CH2:24][Si:25]([CH3:28])([CH3:27])[CH3:26])=[O:21])=[CH:14][CH:13]=1)=[O:7])(C)(C)C.[N:39]1[CH:44]=[CH:43][CH:42]=[CH:41][C:40]=1[C:45]1[CH:53]=[CH:52][C:48](C(O)=O)=[CH:47][CH:46]=1.C(P(=O)(OCC)OCC)#N. Product: [CH:36]([C:33]1[CH:32]=[CH:31][C:30]([O:29][C@H:19]([CH2:18][C:15]2[CH:16]=[CH:17][C:12]([O:11][CH2:10][CH2:9][NH:8][C:6](=[O:7])[C:48]3[CH:47]=[CH:46][C:45]([C:40]4[CH:41]=[CH:42][CH:43]=[CH:44][N:39]=4)=[CH:53][CH:52]=3)=[CH:13][CH:14]=2)[C:20]([O:22][CH2:23][CH2:24][Si:25]([CH3:28])([CH3:27])[CH3:26])=[O:21])=[CH:35][CH:34]=1)([CH3:37])[CH3:38].